From a dataset of Forward reaction prediction with 1.9M reactions from USPTO patents (1976-2016). Predict the product of the given reaction. (1) Given the reactants [ClH:1].[CH2:2]([O:9][C:10]1[CH:11]=[C:12]([C:16]2([F:22])[CH2:21][CH2:20][NH:19][CH2:18][CH2:17]2)[CH:13]=[CH:14][CH:15]=1)[C:3]1[CH:8]=[CH:7][CH:6]=[CH:5][CH:4]=1.Br[CH2:24][CH2:25][CH2:26][CH:27]1[CH2:32][CH2:31][CH2:30][CH2:29][CH2:28]1.Cl, predict the reaction product. The product is: [ClH:1].[CH2:2]([O:9][C:10]1[CH:11]=[C:12]([C:16]2([F:22])[CH2:17][CH2:18][N:19]([CH2:24][CH2:25][CH2:26][CH:27]3[CH2:32][CH2:31][CH2:30][CH2:29][CH2:28]3)[CH2:20][CH2:21]2)[CH:13]=[CH:14][CH:15]=1)[C:3]1[CH:4]=[CH:5][CH:6]=[CH:7][CH:8]=1. (2) Given the reactants [OH:1][C:2]1[CH:7]=[CH:6][N:5]([C:8]2[S:9][C:10]([C:14]([O:16][CH2:17][CH3:18])=[O:15])=[C:11]([CH3:13])[N:12]=2)[C:4](=[O:19])[CH:3]=1.[H-].[Na+].Br[CH2:23][CH:24]1[CH2:26][CH2:25]1, predict the reaction product. The product is: [CH:24]1([CH2:23][O:1][C:2]2[CH:7]=[CH:6][N:5]([C:8]3[S:9][C:10]([C:14]([O:16][CH2:17][CH3:18])=[O:15])=[C:11]([CH3:13])[N:12]=3)[C:4](=[O:19])[CH:3]=2)[CH2:26][CH2:25]1. (3) Given the reactants [OH:1][CH:2]([CH2:18][CH2:19][CH2:20][CH2:21][CH2:22][CH3:23])[CH2:3][CH2:4][CH2:5][CH2:6][CH2:7][CH2:8][CH2:9][CH2:10][CH2:11][CH2:12][C:13]([O:15][CH2:16][CH3:17])=[O:14].N1C=CC=CC=1.[C:30](Cl)(=[O:48])[CH2:31][CH2:32][CH2:33][CH2:34][CH2:35][CH2:36][CH2:37][CH2:38][CH2:39][CH2:40][CH2:41][CH2:42][CH2:43][CH2:44][CH2:45][CH2:46][CH3:47].O, predict the reaction product. The product is: [C:30]([O:1][CH:2]([CH2:18][CH2:19][CH2:20][CH2:21][CH2:22][CH3:23])[CH2:3][CH2:4][CH2:5][CH2:6][CH2:7][CH2:8][CH2:9][CH2:10][CH2:11][CH2:12][C:13]([O:15][CH2:16][CH3:17])=[O:14])(=[O:48])[CH2:31][CH2:32][CH2:33][CH2:34][CH2:35][CH2:36][CH2:37][CH2:38][CH2:39][CH2:40][CH2:41][CH2:42][CH2:43][CH2:44][CH2:45][CH2:46][CH3:47].